Dataset: Peptide-MHC class II binding affinity with 134,281 pairs from IEDB. Task: Regression. Given a peptide amino acid sequence and an MHC pseudo amino acid sequence, predict their binding affinity value. This is MHC class II binding data. (1) The peptide sequence is QLVPKLDEVYNAAYN. The MHC is HLA-DQA10104-DQB10503 with pseudo-sequence HLA-DQA10104-DQB10503. The binding affinity (normalized) is 0.0397. (2) The peptide sequence is LPPLLTDDMIAAYTA. The MHC is DRB1_0101 with pseudo-sequence DRB1_0101. The binding affinity (normalized) is 0.858. (3) The binding affinity (normalized) is 0.461. The MHC is HLA-DPA10103-DPB10301 with pseudo-sequence HLA-DPA10103-DPB10301. The peptide sequence is AFKVAATAGNAAPAN. (4) The peptide sequence is INYPTAAAIAYGLDR. The MHC is HLA-DQA10501-DQB10301 with pseudo-sequence HLA-DQA10501-DQB10301. The binding affinity (normalized) is 0.640.